From a dataset of Buchwald-Hartwig C-N cross coupling reaction yields with 55,370 reactions. Predict the reaction yield, written as a fraction of the theoretical maximum amount of product (1.0 means a 100% yield; for example, 0.34 means a 34% yield). (1) The reactants are FC(F)(F)c1ccc(I)cc1.Cc1ccc(N)cc1.O=S(=O)(O[Pd]1c2ccccc2-c2ccccc2N~1)C(F)(F)F.COc1ccc(OC)c(P([C@]23C[C@H]4C[C@H](C[C@H](C4)C2)C3)[C@]23C[C@H]4C[C@H](C[C@H](C4)C2)C3)c1-c1c(C(C)C)cc(C(C)C)cc1C(C)C.CN1CCCN2CCCN=C12.c1ccc(-c2ccon2)cc1. No catalyst specified. The product is Cc1ccc(Nc2ccc(C(F)(F)F)cc2)cc1. The yield is 0.552. (2) The reactants are CCc1ccc(Br)cc1.Cc1ccc(N)cc1.O=S(=O)(O[Pd]1c2ccccc2-c2ccccc2N~1)C(F)(F)F.COc1ccc(OC)c(P([C@]23C[C@H]4C[C@H](C[C@H](C4)C2)C3)[C@]23C[C@H]4C[C@H](C[C@H](C4)C2)C3)c1-c1c(C(C)C)cc(C(C)C)cc1C(C)C.CCN=P(N=P(N(C)C)(N(C)C)N(C)C)(N(C)C)N(C)C.c1ccc2oncc2c1. No catalyst specified. The product is CCc1ccc(Nc2ccc(C)cc2)cc1. The yield is 0.272. (3) The reactants are Brc1cccnc1.Cc1ccc(N)cc1.O=S(=O)(O[Pd]1c2ccccc2-c2ccccc2N~1)C(F)(F)F.COc1ccc(OC)c(P(C(C)(C)C)C(C)(C)C)c1-c1c(C(C)C)cc(C(C)C)cc1C(C)C.CN(C)C(=NC(C)(C)C)N(C)C.c1ccc2oncc2c1. No catalyst specified. The product is Cc1ccc(Nc2cccnc2)cc1. The yield is 0.536. (4) The reactants are Brc1ccccn1.Cc1ccc(N)cc1.O=S(=O)(O[Pd]1c2ccccc2-c2ccccc2N~1)C(F)(F)F.COc1ccc(OC)c(P([C@]23C[C@H]4C[C@H](C[C@H](C4)C2)C3)[C@]23C[C@H]4C[C@H](C[C@H](C4)C2)C3)c1-c1c(C(C)C)cc(C(C)C)cc1C(C)C.CN1CCCN2CCCN=C12.Fc1cccc(F)c1-c1ccno1. No catalyst specified. The product is Cc1ccc(Nc2ccccn2)cc1. The yield is 0.411.